This data is from Full USPTO retrosynthesis dataset with 1.9M reactions from patents (1976-2016). The task is: Predict the reactants needed to synthesize the given product. (1) Given the product [OH:20][NH:19][C:1](=[NH:2])[C:3]1[CH:11]=[CH:10][CH:9]=[C:8]2[C:4]=1[CH:5]=[CH:6][N:7]2[CH2:12][CH2:13][C:14]([O:16][CH2:17][CH3:18])=[O:15], predict the reactants needed to synthesize it. The reactants are: [C:1]([C:3]1[CH:11]=[CH:10][CH:9]=[C:8]2[C:4]=1[CH:5]=[CH:6][N:7]2[CH2:12][CH2:13][C:14]([O:16][CH2:17][CH3:18])=[O:15])#[N:2].[NH2:19][OH:20].Cl.C([O-])([O-])=O.[Na+].[Na+]. (2) The reactants are: [CH:1]1([C:4]2[CH:5]=[CH:6][C:7]([C:17]([OH:19])=O)=[N:8][C:9]=2[O:10][CH2:11][CH:12]2[CH2:16][CH2:15][CH2:14][O:13]2)[CH2:3][CH2:2]1.Cl.[NH2:21][C:22]([CH2:29][CH3:30])([CH2:27][CH3:28])[C:23]([O:25][CH3:26])=[O:24]. Given the product [CH3:26][O:25][C:23](=[O:24])[C:22]([NH:21][C:17]([C:7]1[CH:6]=[CH:5][C:4]([CH:1]2[CH2:2][CH2:3]2)=[C:9]([O:10][CH2:11][CH:12]2[CH2:16][CH2:15][CH2:14][O:13]2)[N:8]=1)=[O:19])([CH2:29][CH3:30])[CH2:27][CH3:28], predict the reactants needed to synthesize it. (3) Given the product [C:24]1([C@H:22]([O:21][C:19](=[O:20])[NH:18][C:13]2[C:14]([CH3:17])=[N:15][O:16][C:12]=2[C:9]2[CH:8]=[CH:7][C:6]([CH2:5][OH:4])=[CH:11][CH:10]=2)[CH3:23])[CH:25]=[CH:26][CH:27]=[CH:28][CH:29]=1, predict the reactants needed to synthesize it. The reactants are: C([O:4][CH2:5][C:6]1[CH:11]=[CH:10][C:9]([C:12]2[O:16][N:15]=[C:14]([CH3:17])[C:13]=2[NH:18][C:19]([O:21][C@@H:22]([C:24]2[CH:29]=[CH:28][CH:27]=[CH:26][CH:25]=2)[CH3:23])=[O:20])=[CH:8][CH:7]=1)(=O)C.CO.C(=O)([O-])[O-].[K+].[K+]. (4) Given the product [CH:8]1([CH:14]2[C:23]3[C:18](=[CH:19][CH:20]=[CH:21][CH:22]=3)[CH2:17][CH2:16][N:15]2[C:24](=[O:25])[C@@H:26]2[CH2:30][CH2:29][CH2:28][NH:27]2)[CH2:9][CH2:10][CH2:11][CH2:12][CH2:13]1, predict the reactants needed to synthesize it. The reactants are: Cl.CCOC(C)=O.[CH:8]1([CH:14]2[C:23]3[C:18](=[CH:19][CH:20]=[CH:21][CH:22]=3)[CH2:17][CH2:16][N:15]2[C:24]([C@@H:26]2[CH2:30][CH2:29][CH2:28][N:27]2C(OC(C)(C)C)=O)=[O:25])[CH2:13][CH2:12][CH2:11][CH2:10][CH2:9]1. (5) Given the product [Cl:1][C:2]1[C:3]([CH2:14][S@@:15]([C:17]2[NH:27][C:20]3=[N:21][C:22]([O:25][CH3:26])=[CH:23][CH:24]=[C:19]3[N:18]=2)=[O:16])=[N:4][CH:5]=[CH:6][C:7]=1[N:8]1[CH2:9][CH2:10][O:11][CH2:12][CH2:13]1, predict the reactants needed to synthesize it. The reactants are: [Cl:1][C:2]1[C:3]([CH2:14][S:15]([C:17]2[NH:27][C:20]3=[N:21][C:22]([O:25][CH3:26])=[CH:23][CH:24]=[C:19]3[N:18]=2)=[O:16])=[N:4][CH:5]=[CH:6][C:7]=1[N:8]1[CH2:13][CH2:12][O:11][CH2:10][CH2:9]1. (6) Given the product [CH3:1][C:2]1([CH3:28])[CH:11]=[CH:10][C:9]2[C:4](=[CH:5][CH:6]=[C:7]([S:12][CH:13]([C:16]3[CH:17]=[C:18]([O:26][CH3:27])[C:19]([O:24][CH3:25])=[C:20]([O:22][CH3:23])[CH:21]=3)[CH2:14][O:15][S:35]([C:32]3[CH:33]=[CH:34][C:29]([CH3:39])=[CH:30][CH:31]=3)(=[O:37])=[O:36])[CH:8]=2)[O:3]1, predict the reactants needed to synthesize it. The reactants are: [CH3:1][C:2]1([CH3:28])[CH:11]=[CH:10][C:9]2[C:4](=[CH:5][CH:6]=[C:7]([S:12][CH:13]([C:16]3[CH:21]=[C:20]([O:22][CH3:23])[C:19]([O:24][CH3:25])=[C:18]([O:26][CH3:27])[CH:17]=3)[CH2:14][OH:15])[CH:8]=2)[O:3]1.[C:29]1([CH3:39])[CH:34]=[CH:33][C:32]([S:35](Cl)(=[O:37])=[O:36])=[CH:31][CH:30]=1.N1C=CC=CC=1.